Dataset: CYP1A2 inhibition data for predicting drug metabolism from PubChem BioAssay. Task: Regression/Classification. Given a drug SMILES string, predict its absorption, distribution, metabolism, or excretion properties. Task type varies by dataset: regression for continuous measurements (e.g., permeability, clearance, half-life) or binary classification for categorical outcomes (e.g., BBB penetration, CYP inhibition). Dataset: cyp1a2_veith. The drug is COc1ncc2nc(CCc3ccccc3)c(=O)n(C3CC3)c2n1. The result is 1 (inhibitor).